This data is from Catalyst prediction with 721,799 reactions and 888 catalyst types from USPTO. The task is: Predict which catalyst facilitates the given reaction. (1) Reactant: [NH:1]1[CH2:5][CH2:4][CH2:3][CH2:2]1.[Cl:6][C:7]1[CH:12]=[CH:11][C:10]([N+:13]([O-:15])=[O:14])=[C:9](F)[CH:8]=1. Product: [Cl:6][C:7]1[CH:8]=[CH:9][C:10]([N+:13]([O-:15])=[O:14])=[C:11]([N:1]2[CH2:5][CH2:4][CH2:3][CH2:2]2)[CH:12]=1. The catalyst class is: 16. (2) Reactant: [CH3:1][N:2]1[CH:6]=[C:5]([C:7]2[CH:8]=[C:9]([NH:13][C:14]3[C:18]4[CH2:19][N:20]([C:23](=[O:25])[CH3:24])[CH2:21][CH2:22][C:17]=4[NH:16][N:15]=3)[CH:10]=[CH:11][CH:12]=2)[CH:4]=[N:3]1.C([O-])([O-])=O.[Cs+].[Cs+].[F:32][C:33]([F:37])([F:36])[CH2:34]I. Product: [CH3:1][N:2]1[CH:6]=[C:5]([C:7]2[CH:8]=[C:9]([NH:13][C:14]3[C:18]4[CH2:19][N:20]([C:23](=[O:25])[CH3:24])[CH2:21][CH2:22][C:17]=4[N:16]([CH2:34][C:33]([F:37])([F:36])[F:32])[N:15]=3)[CH:10]=[CH:11][CH:12]=2)[CH:4]=[N:3]1. The catalyst class is: 3.